Dataset: Catalyst prediction with 721,799 reactions and 888 catalyst types from USPTO. Task: Predict which catalyst facilitates the given reaction. (1) Reactant: COC1C=CC(C[N:10]2[C:14]3[N:15]=[C:16]([N:26]4[CH2:31][CH2:30][O:29][CH2:28][CH2:27]4)[N:17]=[C:18]([N:19]4[CH2:23][CH2:22][C@@:21]([CH3:25])([OH:24])[CH2:20]4)[C:13]=3[N:12]=[N:11]2)=CC=1. Product: [CH3:25][C@@:21]1([OH:24])[CH2:22][CH2:23][N:19]([C:18]2[C:13]3[N:12]=[N:11][NH:10][C:14]=3[N:15]=[C:16]([N:26]3[CH2:31][CH2:30][O:29][CH2:28][CH2:27]3)[N:17]=2)[CH2:20]1. The catalyst class is: 67. (2) Reactant: [OH:1][C:2]1[N:7]=[CH:6][C:5]([N:8]2[C:12]([CH3:14])([CH3:13])[C:11](=[O:15])[N:10]([C:16]3[CH:23]=[CH:22][C:19]([C:20]#[N:21])=[C:18]([C:24]([F:27])([F:26])[F:25])[CH:17]=3)[C:9]2=[S:28])=[CH:4][CH:3]=1.[O:29]1[CH2:33][CH2:32][C@@H:31](OS(C2C=CC(C)=CC=2)(=O)=O)[CH2:30]1.C(=O)([O-])[O-].[Cs+].[Cs+].[Cl-].[Na+]. Product: [CH3:13][C:12]1([CH3:14])[C:11](=[O:15])[N:10]([C:16]2[CH:23]=[CH:22][C:19]([C:20]#[N:21])=[C:18]([C:24]([F:25])([F:27])[F:26])[CH:17]=2)[C:9](=[S:28])[N:8]1[C:5]1[CH:6]=[N:7][C:2]([O:1][C@H:31]2[CH2:32][CH2:33][O:29][CH2:30]2)=[CH:3][CH:4]=1. The catalyst class is: 80. (3) Reactant: C([Li])CCC.CCCCCC.Cl[CH2:13][CH2:14][I:15].[CH3:16][O:17][C:18]1C=C[C:21]([C:24]([F:27])([F:26])[F:25])=[N:22][CH:23]=1. Product: [I:15][C:14]1[C:18]([O:17][CH3:16])=[CH:23][N:22]=[C:21]([C:24]([F:27])([F:26])[F:25])[CH:13]=1. The catalyst class is: 1. (4) Reactant: [CH3:1][N:2]([CH2:4][CH:5]([CH2:9][CH:10]([CH3:12])[CH3:11])[C:6](=[O:8])[CH3:7])[CH3:3].[CH3:13][I:14]. Product: [I-:14].[C:6]([CH:5]([CH2:9][CH:10]([CH3:12])[CH3:11])[CH2:4][N+:2]([CH3:13])([CH3:3])[CH3:1])(=[O:8])[CH3:7]. The catalyst class is: 282. (5) Reactant: [I-:1].[Na+].Br[C:4]1[CH:5]=[CH:6][C:7]([C:12]([F:15])([F:14])[F:13])=[C:8]([CH:11]=1)[C:9]#[N:10]. Product: [I:1][C:4]1[CH:5]=[CH:6][C:7]([C:12]([F:15])([F:14])[F:13])=[C:8]([CH:11]=1)[C:9]#[N:10]. The catalyst class is: 185. (6) Reactant: [CH3:1][C:2]1[N:9]2[C:5](=[N:6][C:7]3[CH:13]=[CH:12][CH:11]=[CH:10][C:8]=32)[S:4][CH:3]=1.[F:14][C:15]([F:29])([F:28])[C:16]1[CH:17]=[C:18]([CH:21]=[C:22]([C:24]([F:27])([F:26])[F:25])[CH:23]=1)[CH2:19][Cl:20]. Product: [Cl-:20].[F:14][C:15]([F:28])([F:29])[C:16]1[CH:17]=[C:18]([CH:21]=[C:22]([C:24]([F:27])([F:25])[F:26])[CH:23]=1)[CH2:19][N+:6]1[C:7]2[CH:13]=[CH:12][CH:11]=[CH:10][C:8]=2[N:9]2[C:2]([CH3:1])=[CH:3][S:4][C:5]=12. The catalyst class is: 10. (7) Reactant: [CH3:1][CH:2]([CH3:18])[CH2:3][N:4]1[C:16]2[C:15]3[N:14]=[CH:13][CH:12]=[CH:11][C:10]=3[N:9]=[C:8]([NH2:17])[C:7]=2[N:6]=[CH:5]1.[CH2:19]([S:21]([OH:24])(=[O:23])=[O:22])[CH3:20]. Product: [OH2:22].[CH2:19]([S:21]([OH:24])(=[O:23])=[O:22])[CH3:20].[CH3:1][CH:2]([CH3:18])[CH2:3][N:4]1[C:16]2[C:15]3[N:14]=[CH:13][CH:12]=[CH:11][C:10]=3[N:9]=[C:8]([NH2:17])[C:7]=2[N:6]=[CH:5]1. The catalyst class is: 657.